The task is: Predict which catalyst facilitates the given reaction.. This data is from Catalyst prediction with 721,799 reactions and 888 catalyst types from USPTO. (1) Product: [Cl-:1].[F:36][C:12]1([F:11])[CH2:17][CH2:16][N:15]([CH:18]([C:30]2[CH:35]=[CH:34][CH:33]=[CH:32][CH:31]=2)[C:19]([O:21][C@@H:22]2[CH:27]3[CH2:26][CH2:25][N+:24]([CH2:2][C:3](=[O:4])[C:5]4[CH:10]=[CH:9][CH:8]=[CH:7][CH:6]=4)([CH2:29][CH2:28]3)[CH2:23]2)=[O:20])[CH2:14][CH2:13]1. The catalyst class is: 13. Reactant: [Cl:1][CH2:2][C:3]([C:5]1[CH:10]=[CH:9][CH:8]=[CH:7][CH:6]=1)=[O:4].[F:11][C:12]1([F:36])[CH2:17][CH2:16][N:15]([CH:18]([C:30]2[CH:35]=[CH:34][CH:33]=[CH:32][CH:31]=2)[C:19]([O:21][C@@H:22]2[CH:27]3[CH2:28][CH2:29][N:24]([CH2:25][CH2:26]3)[CH2:23]2)=[O:20])[CH2:14][CH2:13]1. (2) Reactant: [CH2:1]([O:8][C:9]([N:11]1[CH2:15][C:14](=[O:16])[N:13]=[C:12]1[NH2:17])=[O:10])[C:2]1[CH:7]=[CH:6][CH:5]=[CH:4][CH:3]=1.[CH:18]1([C:21](Cl)=[O:22])[CH2:20][CH2:19]1.CCN(C(C)C)C(C)C. Product: [CH2:1]([O:8][C:9]([N:11]1[CH2:15][C:14](=[O:16])[N:13]=[C:12]1[NH:17][C:21]([CH:18]1[CH2:20][CH2:19]1)=[O:22])=[O:10])[C:2]1[CH:7]=[CH:6][CH:5]=[CH:4][CH:3]=1. The catalyst class is: 10.